This data is from Peptide-MHC class II binding affinity with 134,281 pairs from IEDB. The task is: Regression. Given a peptide amino acid sequence and an MHC pseudo amino acid sequence, predict their binding affinity value. This is MHC class II binding data. (1) The peptide sequence is LAAAAAWDALAAELY. The MHC is DRB3_0202 with pseudo-sequence DRB3_0202. The binding affinity (normalized) is 0. (2) The peptide sequence is KDKFLANVSTVLTGK. The MHC is DRB1_0101 with pseudo-sequence DRB1_0101. The binding affinity (normalized) is 0.821. (3) The peptide sequence is AFILDGKNLFPKV. The MHC is DRB3_0101 with pseudo-sequence DRB3_0101. The binding affinity (normalized) is 0.950. (4) The peptide sequence is TFHVEKGSNPNYLAL. The MHC is DRB4_0101 with pseudo-sequence DRB4_0103. The binding affinity (normalized) is 0. (5) The peptide sequence is EALIHQLKINPYVLS. The MHC is HLA-DPA10301-DPB10402 with pseudo-sequence HLA-DPA10301-DPB10402. The binding affinity (normalized) is 0.371. (6) The peptide sequence is MMGKREKKLSEFGKA. The MHC is HLA-DQA10501-DQB10303 with pseudo-sequence HLA-DQA10501-DQB10303. The binding affinity (normalized) is 0. (7) The peptide sequence is RWQVVAPQLPDDLMI. The MHC is DRB5_0101 with pseudo-sequence DRB5_0101. The binding affinity (normalized) is 0.0703.